This data is from Full USPTO retrosynthesis dataset with 1.9M reactions from patents (1976-2016). The task is: Predict the reactants needed to synthesize the given product. Given the product [C:31]([NH:34][C:20]([C:19]1[CH:18]=[C:17]([C:15]2[CH:14]=[CH:13][C:11]3[S:12][C:8]([C:5]4[CH:4]=[CH:3][C:2]([F:1])=[CH:7][CH:6]=4)=[C:9]([C:26]([NH:27][CH3:28])=[O:29])[C:10]=3[CH:16]=2)[CH:25]=[CH:24][CH:23]=1)=[O:21])([CH3:33])([CH3:32])[CH3:30], predict the reactants needed to synthesize it. The reactants are: [F:1][C:2]1[CH:7]=[CH:6][C:5]([C:8]2[S:12][C:11]3[CH:13]=[CH:14][C:15]([C:17]4[CH:18]=[C:19]([CH:23]=[CH:24][CH:25]=4)[C:20](O)=[O:21])=[CH:16][C:10]=3[C:9]=2[C:26](=[O:29])[NH:27][CH3:28])=[CH:4][CH:3]=1.[CH3:30][C:31]([NH2:34])([CH3:33])[CH3:32].